This data is from Forward reaction prediction with 1.9M reactions from USPTO patents (1976-2016). The task is: Predict the product of the given reaction. (1) Given the reactants [NH2:1][CH2:2][CH2:3][N:4]([C:21]1[CH:26]=[CH:25][CH:24]=[CH:23][C:22]=1[Cl:27])[C:5]([C:7]1[S:20][C:10]2[C:11]3[CH:19]=[CH:18][CH:17]=[CH:16][C:12]=3[O:13][CH2:14][CH2:15][C:9]=2[CH:8]=1)=[O:6].CCN(C(C)C)C(C)C.[C:37](Cl)(=[O:39])[CH3:38], predict the reaction product. The product is: [C:37]([NH:1][CH2:2][CH2:3][N:4]([C:21]1[CH:26]=[CH:25][CH:24]=[CH:23][C:22]=1[Cl:27])[C:5]([C:7]1[S:20][C:10]2[C:11]3[CH:19]=[CH:18][CH:17]=[CH:16][C:12]=3[O:13][CH2:14][CH2:15][C:9]=2[CH:8]=1)=[O:6])(=[O:39])[CH3:38]. (2) Given the reactants [Br:1][C:2]1[CH:7]=[C:6]([O:8][CH2:9][CH2:10][CH2:11][N:12]2[CH2:17][CH2:16][CH2:15][CH2:14][CH2:13]2)[CH:5]=[CH:4][C:3]=1[N:18]1[CH2:23][CH2:22][NH:21][CH2:20][CH2:19]1.[C:24]1([C:34](Cl)=[O:35])[C:33]2[C:28](=[CH:29][CH:30]=[CH:31][CH:32]=2)[CH:27]=[CH:26][CH:25]=1, predict the reaction product. The product is: [Br:1][C:2]1[CH:7]=[C:6]([O:8][CH2:9][CH2:10][CH2:11][N:12]2[CH2:13][CH2:14][CH2:15][CH2:16][CH2:17]2)[CH:5]=[CH:4][C:3]=1[N:18]1[CH2:19][CH2:20][N:21]([C:34]([C:24]2[C:33]3[C:28](=[CH:29][CH:30]=[CH:31][CH:32]=3)[CH:27]=[CH:26][CH:25]=2)=[O:35])[CH2:22][CH2:23]1. (3) Given the reactants C1(P(C2C=CC=CC=2)C2C=CC3C(=CC=CC=3)C=2C2C3C(=CC=CC=3)C=CC=2P(C2C=CC=CC=2)C2C=CC=CC=2)C=CC=CC=1.Br[C:48]1[CH:53]=[C:52]([N+:54]([O-:56])=[O:55])[CH:51]=[CH:50][C:49]=1[CH3:57].[N:58]1([C:64]([O:66][C:67]([CH3:70])([CH3:69])[CH3:68])=[O:65])[CH2:63][CH2:62][NH:61][CH2:60][CH2:59]1.CC(C)([O-])C.[Na+], predict the reaction product. The product is: [C:67]([O:66][C:64]([N:58]1[CH2:63][CH2:62][N:61]([C:48]2[CH:53]=[C:52]([N+:54]([O-:56])=[O:55])[CH:51]=[CH:50][C:49]=2[CH3:57])[CH2:60][CH2:59]1)=[O:65])([CH3:70])([CH3:68])[CH3:69]. (4) Given the reactants [NH2:1][C:2]1[CH:7]=[CH:6][C:5]([C:8]2[CH:13]=[CH:12][C:11]([S:14]([N:17]3[CH2:25][CH2:24][CH2:23][C@H:18]3[C:19]([O:21][CH3:22])=[O:20])(=[O:16])=[O:15])=[CH:10][CH:9]=2)=[CH:4][CH:3]=1.[Cl:26][C:27]1[CH:32]=[CH:31][CH:30]=[CH:29][C:28]=1[N:33]=[C:34]=[O:35], predict the reaction product. The product is: [Cl:26][C:27]1[CH:32]=[CH:31][CH:30]=[CH:29][C:28]=1[NH:33][C:34]([NH:1][C:2]1[CH:7]=[CH:6][C:5]([C:8]2[CH:13]=[CH:12][C:11]([S:14]([N:17]3[CH2:25][CH2:24][CH2:23][C@H:18]3[C:19]([O:21][CH3:22])=[O:20])(=[O:16])=[O:15])=[CH:10][CH:9]=2)=[CH:4][CH:3]=1)=[O:35]. (5) Given the reactants [N:1]1[C:5]2[CH:6]=[CH:7][CH:8]=[CH:9][C:4]=2[NH:3][C:2]=1[CH2:10][CH2:11][C:12]1[CH:17]=[CH:16][CH:15]=[C:14]([O:18][CH2:19][CH3:20])[CH:13]=1.C([O-])([O-])=O.[K+].[K+].Br[CH2:28][CH:29]([CH3:31])[CH3:30], predict the reaction product. The product is: [CH2:19]([O:18][C:14]1[CH:13]=[C:12]([CH2:11][CH2:10][C:2]2[N:3]([CH2:28][CH:29]([CH3:31])[CH3:30])[C:4]3[CH:9]=[CH:8][CH:7]=[CH:6][C:5]=3[N:1]=2)[CH:17]=[CH:16][CH:15]=1)[CH3:20]. (6) Given the reactants [NH2:1][C:2]1[C:10]2[C:5](=[C:6]([C:12]3[C:13]([C@@H:24]([NH:34][C:35](=[O:41])[O:36][C:37]([CH3:40])([CH3:39])[CH3:38])[CH2:25][C:26]4[CH:31]=[C:30]([F:32])[CH:29]=[C:28]([F:33])[CH:27]=4)=[N:14][C:15]([C:18]#[C:19][C:20]([OH:23])([CH3:22])[CH3:21])=[CH:16][CH:17]=3)[CH:7]=[CH:8][C:9]=2[Cl:11])[N:4]([CH3:42])[N:3]=1.C(N(C(C)C)CC)(C)C.[CH3:52][S:53](Cl)=[O:54], predict the reaction product. The product is: [Cl:11][C:9]1[CH:8]=[CH:7][C:6]([C:12]2[C:13]([C@@H:24]([NH:34][C:35](=[O:41])[O:36][C:37]([CH3:40])([CH3:39])[CH3:38])[CH2:25][C:26]3[CH:31]=[C:30]([F:32])[CH:29]=[C:28]([F:33])[CH:27]=3)=[N:14][C:15]([C:18]#[C:19][C:20]([OH:23])([CH3:21])[CH3:22])=[CH:16][CH:17]=2)=[C:5]2[C:10]=1[C:2]([NH:1][S:53]([CH3:52])=[O:54])=[N:3][N:4]2[CH3:42]. (7) The product is: [F:18][C:13]([F:17])([CH2:14][OH:15])[CH2:12][N:3]1[C:2](=[O:1])[C:10]2[C:5](=[CH:6][CH:7]=[CH:8][CH:9]=2)[C:4]1=[O:11]. Given the reactants [O:1]=[C:2]1[C:10]2[C:5](=[CH:6][CH:7]=[CH:8][CH:9]=2)[C:4](=[O:11])[N:3]1[CH2:12][C:13]([F:18])([F:17])[C:14](O)=[O:15].C(OCC)(=O)C, predict the reaction product. (8) Given the reactants [CH:1]([C:3]1[CH:4]=[C:5]([CH:7]=[CH:8][CH:9]=1)[NH2:6])=[CH2:2].[C:10](O[C:10]([O:12][C:13]([CH3:16])([CH3:15])[CH3:14])=[O:11])([O:12][C:13]([CH3:16])([CH3:15])[CH3:14])=[O:11], predict the reaction product. The product is: [CH:1]([C:3]1[CH:4]=[C:5]([NH:6][C:10](=[O:11])[O:12][C:13]([CH3:16])([CH3:15])[CH3:14])[CH:7]=[CH:8][CH:9]=1)=[CH2:2].